Dataset: Catalyst prediction with 721,799 reactions and 888 catalyst types from USPTO. Task: Predict which catalyst facilitates the given reaction. (1) Reactant: C[O:2][C:3]([C:5]1[N:6]([CH2:11][C:12]([C:14]2[CH:19]=[CH:18][C:17]([C:20]([CH3:23])([CH3:22])[CH3:21])=[CH:16][CH:15]=2)=O)[CH:7]=[C:8]([F:10])[CH:9]=1)=O.C([O-])(=O)C.[NH4+:28].O. Product: [C:20]([C:17]1[CH:18]=[CH:19][C:14]([C:12]2[NH:28][C:3](=[O:2])[C:5]3[N:6]([CH:7]=[C:8]([F:10])[CH:9]=3)[CH:11]=2)=[CH:15][CH:16]=1)([CH3:23])([CH3:22])[CH3:21]. The catalyst class is: 15. (2) Reactant: ClC1C=CC=C(C(OO)=O)C=1.[CH2:12]([O:14][C:15]([C:17]1[N:22]=[N:21][C:20](SC)=[N:19][C:18]=1[NH:25][CH2:26][C:27]1[CH:32]=[CH:31][C:30]([Cl:33])=[CH:29][C:28]=1[Cl:34])=[O:16])[CH3:13].[N:35]1([CH2:40][CH2:41][N:42]2[CH2:47][CH2:46][NH:45][CH2:44][CH2:43]2)[CH2:39][CH2:38][CH2:37][CH2:36]1.C(N(CC)CC)C. Product: [CH2:12]([O:14][C:15]([C:17]1[N:22]=[N:21][C:20]([N:45]2[CH2:44][CH2:43][N:42]([CH2:41][CH2:40][N:35]3[CH2:36][CH2:37][CH2:38][CH2:39]3)[CH2:47][CH2:46]2)=[N:19][C:18]=1[NH:25][CH2:26][C:27]1[CH:32]=[CH:31][C:30]([Cl:33])=[CH:29][C:28]=1[Cl:34])=[O:16])[CH3:13]. The catalyst class is: 22. (3) Product: [Br:1][C:15]1[N:14]=[C:13]([CH3:12])[C:18]([OH:19])=[C:17]([CH3:20])[C:16]=1[CH3:21]. The catalyst class is: 1. Reactant: [Br:1]N1C(C)(C)C(=O)N(Br)C1=O.[CH3:12][C:13]1[C:18]([OH:19])=[C:17]([CH3:20])[C:16]([CH3:21])=[CH:15][N:14]=1. (4) Reactant: Cl.Cl.[CH3:3][N:4]1[C:8]2[NH:9][CH2:10][CH2:11][S:12][CH:13]([CH:14]3[CH2:19][CH2:18][NH:17][CH2:16][CH2:15]3)[C:7]=2[C:6]([C:20]2[CH:25]=[CH:24][CH:23]=[CH:22][N:21]=2)=[N:5]1.C(N(CC)C(C)C)(C)C.[C:35](Cl)(=[O:37])[CH3:36].O. Product: [CH3:3][N:4]1[C:8]2[NH:9][CH2:10][CH2:11][S:12][CH:13]([CH:14]3[CH2:19][CH2:18][N:17]([C:35](=[O:37])[CH3:36])[CH2:16][CH2:15]3)[C:7]=2[C:6]([C:20]2[CH:25]=[CH:24][CH:23]=[CH:22][N:21]=2)=[N:5]1. The catalyst class is: 2. (5) Reactant: [CH3:1][NH2:2].Br[CH2:4][C:5]1[CH:10]=[C:9]([C:11]([F:14])([F:13])[F:12])[CH:8]=[C:7]([F:15])[CH:6]=1. Product: [F:15][C:7]1[CH:6]=[C:5]([CH2:4][NH:2][CH3:1])[CH:10]=[C:9]([C:11]([F:14])([F:13])[F:12])[CH:8]=1. The catalyst class is: 5. (6) The catalyst class is: 2. Product: [CH2:10]([NH:9][C:8]1[C:3]([C:1]#[N:2])=[CH:4][C:5]([C:13]2[O:17][N:16]=[C:15]([C:18]3[CH:35]=[CH:34][C:21]4[CH2:22][CH2:23][NH:24][CH2:25][CH2:26][C:20]=4[CH:19]=3)[N:14]=2)=[CH:6][N:7]=1)[CH2:11][CH3:12]. Reactant: [C:1]([C:3]1[CH:4]=[C:5]([C:13]2[O:17][N:16]=[C:15]([C:18]3[CH:35]=[CH:34][C:21]4[CH2:22][CH2:23][N:24](C(OC(C)(C)C)=O)[CH2:25][CH2:26][C:20]=4[CH:19]=3)[N:14]=2)[CH:6]=[N:7][C:8]=1[NH:9][CH2:10][CH2:11][CH3:12])#[N:2].FC(F)(F)C(O)=O.